Dataset: Reaction yield outcomes from USPTO patents with 853,638 reactions. Task: Predict the reaction yield, written as a fraction of the theoretical maximum amount of product (1.0 means a 100% yield; for example, 0.34 means a 34% yield). (1) The reactants are [C:1]1([OH:7])[CH:6]=[CH:5][CH:4]=[CH:3][CH:2]=1.C1(C)C=CC=CC=1.[CH2:15]([NH2:18])[CH:16]=C.C=O. The catalyst is C(O)C. The product is [O:7]1[C:1]2[CH:6]=[CH:5][CH:4]=[CH:3][C:2]=2[CH:16]=[CH:15][NH:18]1. The yield is 0.755. (2) The yield is 1.00. The reactants are [F:1][C:2]([F:19])([F:18])[O:3][C:4]1[CH:5]=[C:6]([CH:15]=[CH:16][CH:17]=1)[O:7][C:8]1[CH:9]=[C:10]([CH:12]=[CH:13][CH:14]=1)[NH2:11].[F:20][C:21]([F:34])([O:25][C:26]1[CH:27]=[C:28]([CH:31]=[CH:32][CH:33]=1)[CH:29]=O)[CH:22]([F:24])[F:23].C(O[BH-](OC(=O)C)OC(=O)C)(=O)C.[Na+].C(O)(=O)C. The catalyst is ClC(Cl)C. The product is [F:1][C:2]([F:18])([F:19])[O:3][C:4]1[CH:5]=[C:6]([CH:15]=[CH:16][CH:17]=1)[O:7][C:8]1[CH:9]=[C:10]([NH:11][CH2:29][C:28]2[CH:31]=[CH:32][CH:33]=[C:26]([O:25][C:21]([F:20])([F:34])[CH:22]([F:23])[F:24])[CH:27]=2)[CH:12]=[CH:13][CH:14]=1. (3) The reactants are [F:1][C:2]1[CH:7]=[CH:6][C:5]([F:8])=[CH:4][C:3]=1[C@H:9]1[CH2:13][CH2:12][CH2:11][N:10]1[C:14]1[CH:19]=[CH:18][N:17]2[N:20]=[CH:21][C:22]([C:23]#[CH:24])=[C:16]2[N:15]=1.[N:25]([CH:28]1[CH2:32][CH2:31][N:30]([C:33]([O:35][C:36]([CH3:39])([CH3:38])[CH3:37])=[O:34])[CH2:29]1)=[N+:26]=[N-:27].O.[NH4+].[OH-]. The catalyst is CC(O)(C)C.CCOC(C)=O.[Cu].S([O-])([O-])(=O)=O.[Cu+2]. The product is [F:1][C:2]1[CH:7]=[CH:6][C:5]([F:8])=[CH:4][C:3]=1[C@H:9]1[CH2:13][CH2:12][CH2:11][N:10]1[C:14]1[CH:19]=[CH:18][N:17]2[N:20]=[CH:21][C:22]([C:23]3[N:27]=[N:26][N:25]([CH:28]4[CH2:32][CH2:31][N:30]([C:33]([O:35][C:36]([CH3:39])([CH3:38])[CH3:37])=[O:34])[CH2:29]4)[CH:24]=3)=[C:16]2[N:15]=1. The yield is 0.830.